Task: Predict which catalyst facilitates the given reaction.. Dataset: Catalyst prediction with 721,799 reactions and 888 catalyst types from USPTO (1) Reactant: [NH2:1][C:2](=[O:16])[C@@H:3]([NH:5][C:6]1[N:11]=[C:10](Cl)[N:9]=[C:8]([C:13]([NH2:15])=[O:14])[CH:7]=1)[CH3:4].CC1(C)C(C)(C)OB([C:25]2[CH:30]=[CH:29][C:28]([O:31][C:32]3[CH:37]=[CH:36][C:35]([C:38]([F:41])([F:40])[F:39])=[CH:34][CH:33]=3)=[CH:27][CH:26]=2)O1.C([O-])([O-])=O.[Na+].[Na+]. Product: [NH2:1][C:2](=[O:16])[C@@H:3]([NH:5][C:6]1[N:11]=[C:10]([C:25]2[CH:26]=[CH:27][C:28]([O:31][C:32]3[CH:37]=[CH:36][C:35]([C:38]([F:39])([F:40])[F:41])=[CH:34][CH:33]=3)=[CH:29][CH:30]=2)[N:9]=[C:8]([C:13]([NH2:15])=[O:14])[CH:7]=1)[CH3:4]. The catalyst class is: 75. (2) Reactant: [CH2:1]([O:4][C:5](=[O:37])[C@@H:6]([NH:25][C:26](=[O:36])[C:27]1[C:32]([F:33])=[CH:31][C:30](Br)=[CH:29][C:28]=1[F:35])[CH2:7][C:8]1[CH:13]=[CH:12][C:11]([C:14]2[C:15](=[O:24])[N:16]([CH3:23])[C:17](=[O:22])[N:18]([CH3:21])[C:19]=2[CH3:20])=[CH:10][CH:9]=1)[CH2:2][CH3:3].O.[CH3:39][N:40](C=O)C. Product: [CH2:1]([O:4][C:5](=[O:37])[C@@H:6]([NH:25][C:26](=[O:36])[C:27]1[C:32]([F:33])=[CH:31][C:30]([C:39]#[N:40])=[CH:29][C:28]=1[F:35])[CH2:7][C:8]1[CH:13]=[CH:12][C:11]([C:14]2[C:15](=[O:24])[N:16]([CH3:23])[C:17](=[O:22])[N:18]([CH3:21])[C:19]=2[CH3:20])=[CH:10][CH:9]=1)[CH2:2][CH3:3]. The catalyst class is: 267. (3) Reactant: Cl.[CH3:2][O:3][C:4](=[O:11])[C@H:5]([C@H:7]([CH2:9][CH3:10])[CH3:8])[NH2:6].C(N(CC)CC)C. Product: [CH3:2][O:3][C:4](=[O:11])[C@H:5]([C@H:7]([CH2:9][CH3:10])[CH3:8])[NH2:6]. The catalyst class is: 7.